From a dataset of Forward reaction prediction with 1.9M reactions from USPTO patents (1976-2016). Predict the product of the given reaction. (1) Given the reactants Cl.[F:2][C:3]1[CH:8]=[CH:7][CH:6]=[CH:5][C:4]=1[C:9]1[CH2:14][CH2:13][CH2:12][CH2:11][C:10]=1[CH2:15][S:16][C:17](=[NH:19])[NH2:18].FC(F)(F)S(O)(=O)=O.C(=O)(O)[O-].[Na+], predict the reaction product. The product is: [F:2][C:3]1[CH:8]=[CH:7][CH:6]=[CH:5][C:4]=1[C@:9]12[CH2:14][CH2:13][CH2:12][CH2:11][C@H:10]1[CH2:15][S:16][C:17]([NH2:18])=[N:19]2. (2) The product is: [O:50]=[C:46]1[N:45]([C:19]2[CH:24]=[CH:23][C:22]([C:25]3[CH:30]=[CH:29][C:28]([N:31]4[CH2:35][CH2:34][C@@H:33]5[CH2:36][N:37]([C:39]([O:41][CH2:42][CH3:43])=[O:40])[CH2:38][C@H:32]45)=[CH:27][CH:26]=3)=[CH:21][CH:20]=2)[N:44]=[CH:49][CH:48]=[CH:47]1. Given the reactants OC1C=CC=C2C=1N=CC=C2.C(=O)([O-])[O-].[K+].[K+].Br[C:19]1[CH:24]=[CH:23][C:22]([C:25]2[CH:30]=[CH:29][C:28]([N:31]3[CH2:35][CH2:34][C@@H:33]4[CH2:36][N:37]([C:39]([O:41][CH2:42][CH3:43])=[O:40])[CH2:38][C@H:32]34)=[CH:27][CH:26]=2)=[CH:21][CH:20]=1.[N:44]1[NH:45][C:46](=[O:50])[CH:47]=[CH:48][CH:49]=1, predict the reaction product. (3) Given the reactants [Cl:1][C:2]1[CH:3]=[C:4]([CH2:9][C:10]2[N:15]([C:16]([O:18][CH2:19][CH3:20])=[O:17])[CH2:14][CH2:13][C:12](=[O:21])[CH:11]=2)[CH:5]=[CH:6][C:7]=1[Cl:8].CCC(C)[BH-](C(C)CC)C(C)CC.[Li+].O, predict the reaction product. The product is: [Cl:1][C:2]1[CH:3]=[C:4]([CH2:9][CH:10]2[CH2:11][C:12](=[O:21])[CH2:13][CH2:14][N:15]2[C:16]([O:18][CH2:19][CH3:20])=[O:17])[CH:5]=[CH:6][C:7]=1[Cl:8].